This data is from Forward reaction prediction with 1.9M reactions from USPTO patents (1976-2016). The task is: Predict the product of the given reaction. (1) Given the reactants Br[C:2]1[CH:3]=[CH:4][C:5]2[CH2:11][CH2:10][CH2:9][CH2:8][CH2:7][C:6]=2[CH:12]=1.[CH3:13][O:14][C:15]1[CH:32]=[C:31]([O:33][CH3:34])[CH:30]=[CH:29][C:16]=1[CH2:17][N:18]([CH2:22][C@@H:23]1[O:27][C:26](=[O:28])[NH:25][CH2:24]1)[C:19](=[O:21])[CH3:20], predict the reaction product. The product is: [CH3:13][O:14][C:15]1[CH:32]=[C:31]([O:33][CH3:34])[CH:30]=[CH:29][C:16]=1[CH2:17][N:18]([CH2:22][C@@H:23]1[O:27][C:26](=[O:28])[N:25]([C:2]2[CH:3]=[CH:4][C:5]3[CH2:11][CH2:10][CH2:9][CH2:8][CH2:7][C:6]=3[CH:12]=2)[CH2:24]1)[C:19](=[O:21])[CH3:20]. (2) Given the reactants [CH2:1](Br)[C:2]1[CH:7]=[CH:6][CH:5]=[CH:4][CH:3]=1.C(=O)([O-])[O-].[Cs+].[Cs+].[OH:15][C:16]1[C:21]([I:22])=[C:20]([OH:23])[CH:19]=[CH:18][C:17]=1[C:24](=[O:29])[CH2:25][CH:26]([CH3:28])[CH3:27], predict the reaction product. The product is: [CH2:1]([O:15][C:16]1[C:21]([I:22])=[C:20]([O:23][CH2:1][C:2]2[CH:7]=[CH:6][CH:5]=[CH:4][CH:3]=2)[CH:19]=[CH:18][C:17]=1[C:24](=[O:29])[CH2:25][CH:26]([CH3:27])[CH3:28])[C:2]1[CH:7]=[CH:6][CH:5]=[CH:4][CH:3]=1. (3) Given the reactants [CH2:1]([C:3]1([CH2:8][CH2:9][CH2:10][CH2:11][CH2:12][C:13]([C:15]2[N:16]([CH2:30][O:31][CH2:32][CH2:33][Si:34]([CH3:37])([CH3:36])[CH3:35])[CH:17]=[C:18]([C:20]3[CH:29]=[CH:28][C:27]4[C:22](=[CH:23][CH:24]=[CH:25][CH:26]=4)[CH:21]=3)[N:19]=2)=[O:14])[O:7][CH2:6][CH2:5][O:4]1)[CH3:2].[BH4-].[Na+].O, predict the reaction product. The product is: [CH2:1]([C:3]1([CH2:8][CH2:9][CH2:10][CH2:11][CH2:12][CH:13]([C:15]2[N:16]([CH2:30][O:31][CH2:32][CH2:33][Si:34]([CH3:36])([CH3:37])[CH3:35])[CH:17]=[C:18]([C:20]3[CH:29]=[CH:28][C:27]4[C:22](=[CH:23][CH:24]=[CH:25][CH:26]=4)[CH:21]=3)[N:19]=2)[OH:14])[O:4][CH2:5][CH2:6][O:7]1)[CH3:2]. (4) Given the reactants CS[C:3]([S:14][CH3:15])=[C:4]1[C:9](=[O:10])[O:8][C:7]([CH3:12])([CH3:11])[O:6][C:5]1=[O:13].[CH3:16][O:17][C:18]1[CH:19]=[C:20]([CH:22]=[CH:23][C:24]=1[O:25][CH3:26])[NH2:21], predict the reaction product. The product is: [CH3:16][O:17][C:18]1[CH:19]=[C:20]([NH:21][C:3]([S:14][CH3:15])=[C:4]2[C:9](=[O:10])[O:8][C:7]([CH3:12])([CH3:11])[O:6][C:5]2=[O:13])[CH:22]=[CH:23][C:24]=1[O:25][CH3:26]. (5) Given the reactants [Cl:1][C:2]1[CH:17]=[CH:16][C:5]2[S:6][C:7]3[CH:15]=[CH:14][CH:13]=[CH:12][C:8]=3[C:9](Cl)=[N:10][C:4]=2[CH:3]=1.[CH2:18]1[CH2:22]O[CH2:20][CH2:19]1.[Cl-].[Mg+2].CC1C[CH2:30][NH:29][CH2:28]C1.[Cl-], predict the reaction product. The product is: [Cl:1][C:2]1[CH:17]=[CH:16][C:5]2[S:6][C:7]3[CH:15]=[CH:14][CH:13]=[CH:12][C:8]=3[C:9]([CH:18]3[CH2:22][CH2:28][N:29]([CH3:30])[CH2:20][CH2:19]3)=[N:10][C:4]=2[CH:3]=1. (6) Given the reactants Br[C:2]1[CH:3]=[C:4]([NH:10][C@H:11]([CH2:15][CH:16]([CH3:18])[CH3:17])[C:12]([NH2:14])=[O:13])[CH:5]=[N:6][C:7]=1[C:8]#[N:9].Cl.[CH3:20][C:21]1[CH:25]=[C:24]([NH2:26])[S:23][N:22]=1.O(C1C=CC=CC=1)[Na].O.O.O.CC1(C)C2C(=C(P(C3C=CC=CC=3)C3C=CC=CC=3)C=CC=2)OC2C(P(C3C=CC=CC=3)C3C=CC=CC=3)=CC=CC1=2, predict the reaction product. The product is: [C:8]([C:7]1[N:6]=[CH:5][C:4]([NH:10][C@H:11]([CH2:15][CH:16]([CH3:18])[CH3:17])[C:12]([NH2:14])=[O:13])=[CH:3][C:2]=1[NH:26][C:24]1[S:23][N:22]=[C:21]([CH3:20])[CH:25]=1)#[N:9].